Predict the reactants needed to synthesize the given product. From a dataset of Full USPTO retrosynthesis dataset with 1.9M reactions from patents (1976-2016). (1) The reactants are: CCN(C(C)C)C(C)C.[CH3:10][O:11][C:12]1[CH:13]=[CH:14][CH:15]=[C:16]2[C:21]=1[O:20][C:19](=[O:22])[C:18]([C:23]([OH:25])=O)=[CH:17]2.CN(C(ON1N=NC2C=CC=NC1=2)=[N+](C)C)C.F[P-](F)(F)(F)(F)F.[CH3:50][O:51][C:52]1[N:57]=[CH:56][C:55]([C:58]2[CH:59]=[C:60]([NH2:64])[CH:61]=[CH:62][CH:63]=2)=[CH:54][N:53]=1. Given the product [CH3:50][O:51][C:52]1[N:53]=[CH:54][C:55]([C:58]2[CH:59]=[C:60]([NH:64][C:23]([C:18]3[C:19](=[O:22])[O:20][C:21]4[C:16]([CH:17]=3)=[CH:15][CH:14]=[CH:13][C:12]=4[O:11][CH3:10])=[O:25])[CH:61]=[CH:62][CH:63]=2)=[CH:56][N:57]=1, predict the reactants needed to synthesize it. (2) Given the product [CH2:11]([O:10][C:9]([NH:8][CH:5]1[CH2:6][CH2:7][CH:2]([N:22]2[CH2:23][CH2:24][N:19]([C:47]([O:48][C:49]([CH3:52])([CH3:51])[CH3:50])=[O:53])[CH2:20][CH2:21]2)[CH2:3][CH2:4]1)=[O:18])[C:12]1[CH:17]=[CH:16][CH:15]=[CH:14][CH:13]=1, predict the reactants needed to synthesize it. The reactants are: O=[C:2]1[CH2:7][CH2:6][CH:5]([NH:8][C:9](=[O:18])[O:10][CH2:11][C:12]2[CH:17]=[CH:16][CH:15]=[CH:14][CH:13]=2)[CH2:4][CH2:3]1.[N:19]1(NC(OC(C)(C)C)=O)[CH2:24][CH2:23][NH:22][CH2:21][CH2:20]1.O1CCC(=O)CC1.N1CCC(N[C:47](=[O:53])[O:48][C:49]([CH3:52])([CH3:51])[CH3:50])CC1. (3) Given the product [F:1][CH:2]([F:11])[O:3][C:4]1[C:5]([CH:12]2[CH2:14][CH2:13]2)=[N:6][CH:7]=[CH:8][CH:9]=1, predict the reactants needed to synthesize it. The reactants are: [F:1][CH:2]([F:11])[O:3][C:4]1[C:5](Br)=[N:6][CH:7]=[CH:8][CH:9]=1.[CH:12]1(B(O)O)[CH2:14][CH2:13]1. (4) Given the product [CH3:1][O:2][C:3](=[O:15])[CH:4]([O:14][C:26](=[O:27])[CH2:25][C:18]1[C:17]([CH3:16])=[CH:22][C:21]([CH3:23])=[CH:20][C:19]=1[CH3:24])[CH2:5][CH:6]1[CH2:7][CH2:8][N:9]([O:12][CH3:13])[CH2:10][CH2:11]1, predict the reactants needed to synthesize it. The reactants are: [CH3:1][O:2][C:3](=[O:15])[CH:4]([OH:14])[CH2:5][CH:6]1[CH2:11][CH2:10][N:9]([O:12][CH3:13])[CH2:8][CH2:7]1.[CH3:16][C:17]1[CH:22]=[C:21]([CH3:23])[CH:20]=[C:19]([CH3:24])[C:18]=1[CH2:25][C:26](Cl)=[O:27]. (5) The reactants are: [CH3:1][N:2]([CH3:24])[CH2:3][CH2:4][CH2:5][N:6]([CH3:23])[C:7]1[CH:12]=[CH:11][C:10]([C:13]([F:19])([F:18])[C:14]([F:17])([F:16])[F:15])=[CH:9][C:8]=1[N+:20]([O-])=O.[H][H]. Given the product [CH3:24][N:2]([CH3:1])[CH2:3][CH2:4][CH2:5][N:6]([CH3:23])[C:7]1[C:8]([NH2:20])=[CH:9][C:10]([C:13]([F:19])([F:18])[C:14]([F:15])([F:16])[F:17])=[CH:11][CH:12]=1, predict the reactants needed to synthesize it.